Dataset: Full USPTO retrosynthesis dataset with 1.9M reactions from patents (1976-2016). Task: Predict the reactants needed to synthesize the given product. (1) Given the product [F:45][CH:46]1[CH2:51][CH2:50][N:49]([C:52]([C:54]2[N:55]=[C:56]([C:59]([NH:61][NH:62][C:6](=[O:8])[CH2:5][C:4]([CH3:10])([CH3:9])[C:3]([O:2][CH3:1])=[O:11])=[O:60])[S:57][CH:58]=2)=[O:53])[CH2:48][CH2:47]1, predict the reactants needed to synthesize it. The reactants are: [CH3:1][O:2][C:3](=[O:11])[C:4]([CH3:10])([CH3:9])[CH2:5][C:6]([OH:8])=O.CCN(C(C)C)C(C)C.CN(C(ON1N=NC2C=CC=NC1=2)=[N+](C)C)C.F[P-](F)(F)(F)(F)F.[F:45][CH:46]1[CH2:51][CH2:50][N:49]([C:52]([C:54]2[N:55]=[C:56]([C:59]([NH:61][NH2:62])=[O:60])[S:57][CH:58]=2)=[O:53])[CH2:48][CH2:47]1. (2) Given the product [F:1][C:2]1[C:3]([N:25]2[CH2:26][CH2:27][N:22]([CH3:21])[CH2:23][CH2:24]2)=[C:4]2[O:9][CH2:8][C@H:7]([CH3:10])[N:6]3[CH:11]=[C:12]([C:17]([OH:19])=[O:18])[C:13](=[O:16])[C:14]([CH:15]=1)=[C:5]23, predict the reactants needed to synthesize it. The reactants are: [F:1][C:2]1[C:3](F)=[C:4]2[O:9][CH2:8][C@H:7]([CH3:10])[N:6]3[CH:11]=[C:12]([C:17]([OH:19])=[O:18])[C:13](=[O:16])[C:14]([CH:15]=1)=[C:5]23.[CH3:21][N:22]1[CH2:27][CH2:26][NH:25][CH2:24][CH2:23]1. (3) Given the product [Br:35][CH2:27][C:23]1[CH:24]=[C:25]([F:26])[C:20]([Cl:19])=[N:21][CH:22]=1, predict the reactants needed to synthesize it. The reactants are: C(OOC(=O)C1C=CC=CC=1)(=O)C1C=CC=CC=1.[Cl:19][C:20]1[C:25]([F:26])=[CH:24][C:23]([CH3:27])=[CH:22][N:21]=1.C1C(=O)N([Br:35])C(=O)C1. (4) Given the product [C:1]([N:8]1[CH2:13][CH2:12][CH2:11][CH:10]([CH2:14][N:15]([C:16]2[CH:21]=[CH:20][CH:19]=[CH:18][CH:17]=2)[C:31](=[O:34])[CH2:32][CH3:33])[CH2:9]1)([O:3][C:4]([CH3:6])([CH3:7])[CH3:5])=[O:2], predict the reactants needed to synthesize it. The reactants are: [C:1]([N:8]1[CH2:13][CH2:12][CH2:11][CH:10]([CH2:14][NH:15][C:16]2[CH:21]=[CH:20][CH:19]=[CH:18][CH:17]=2)[CH2:9]1)([O:3][C:4]([CH3:7])([CH3:6])[CH3:5])=[O:2].C(N(CC)C(C)C)(C)C.[C:31](Cl)(=[O:34])[CH2:32][CH3:33]. (5) Given the product [O:1]1[C:5]2[CH:6]=[C:7]([NH:10][C:11]3[C:12]4[N:13]([CH:18]=[CH:19][N:20]=4)[CH:14]=[C:15]([C:31]4[CH:32]=[C:27]([NH:26][C:46](=[O:49])[C:42]5[CH:41]=[CH:40][C:39]([C:4]([CH3:9])([CH3:5])[CH3:3])=[CH:38][CH:37]=5)[CH:28]=[CH:29][CH:30]=4)[N:16]=3)[CH:8]=[CH:9][C:4]=2[CH:3]=[N:2]1, predict the reactants needed to synthesize it. The reactants are: [O:1]1[C:5]2[CH:6]=[C:7]([NH:10][C:11]3[C:12]4[N:13]([CH:18]=[CH:19][N:20]=4)[CH:14]=[C:15](Br)[N:16]=3)[CH:8]=[CH:9][C:4]=2[CH:3]=[N:2]1.S(O)(O)(=O)=O.[NH2:26][C:27]1[CH:28]=[C:29](B(O)O)[CH:30]=[CH:31][CH:32]=1.N[C:37]1[CH:38]=[C:39](B(O)O)[CH:40]=[CH:41][CH:42]=1.[C:46]([O-:49])([O-])=O.[Na+].[Na+]. (6) Given the product [C:38]12([CH2:48][S:49]([OH:52])(=[O:50])=[O:51])[C:45]([CH3:47])([CH3:46])[CH:42]([CH2:43][CH2:44]1)[CH2:41][C:39]2=[O:40].[N:31]1[C:23]([C:22]2[C:17]([NH:16][C:13]3[C:14]4[CH:15]=[N:7][NH:8][C:9]=4[CH:10]=[CH:11][CH:12]=3)=[N:18][CH:19]=[CH:20][CH:21]=2)=[C:24]2[C:28]([NH:27][CH:26]=[N:25]2)=[N:29][CH:30]=1, predict the reactants needed to synthesize it. The reactants are: O1CCCCC1[N:7]1[CH:15]=[C:14]2[C:9]([CH:10]=[CH:11][CH:12]=[C:13]2[NH:16][C:17]2[C:22]([C:23]3[N:31]=[CH:30][N:29]=[C:28]4[C:24]=3[N:25]=[CH:26][N:27]4C3CCCCO3)=[CH:21][CH:20]=[CH:19][N:18]=2)=[N:8]1.[C:38]12([CH2:48][S:49]([OH:52])(=[O:51])=[O:50])[C:45]([CH3:47])([CH3:46])[CH:42]([CH2:43][CH2:44]1)[CH2:41][C:39]2=[O:40].N#N.C(Cl)Cl.